The task is: Predict the product of the given reaction.. This data is from Forward reaction prediction with 1.9M reactions from USPTO patents (1976-2016). Given the reactants Cl.[N:2]1([CH2:8][C@@H:9]2[CH2:14][CH2:13][CH2:12][CH2:11][C@H:10]2[NH2:15])[CH2:7][CH2:6][CH2:5][CH2:4][CH2:3]1.[N:16]1([C:21]2[CH:29]=[CH:28][C:24]([C:25](O)=[O:26])=[CH:23][N:22]=2)[CH:20]=[CH:19][CH:18]=[N:17]1.CN(C(ON1N=NC2C=CC=NC1=2)=[N+](C)C)C.F[P-](F)(F)(F)(F)F.C(N(C(C)C)CC)(C)C, predict the reaction product. The product is: [N:2]1([CH2:8][C@@H:9]2[CH2:14][CH2:13][CH2:12][CH2:11][C@H:10]2[NH:15][C:25](=[O:26])[C:24]2[CH:28]=[CH:29][C:21]([N:16]3[CH:20]=[CH:19][CH:18]=[N:17]3)=[N:22][CH:23]=2)[CH2:7][CH2:6][CH2:5][CH2:4][CH2:3]1.